This data is from Forward reaction prediction with 1.9M reactions from USPTO patents (1976-2016). The task is: Predict the product of the given reaction. (1) Given the reactants [C:1]1([CH:7]2[N:21]3[C:22]4[C:14]([C:15]5[C:16]([O:23][CH2:24][CH2:25][NH:26][CH:27]=O)=[CH:17][CH:18]=[CH:19][C:20]=53)=[CH:13][CH:12]=[CH:11][C:10]=4[O:9][CH2:8]2)[CH:6]=[CH:5][CH:4]=[CH:3][CH:2]=1.CO, predict the reaction product. The product is: [CH3:27][NH:26][CH2:25][CH2:24][O:23][C:16]1[C:15]2[C:14]3[C:22]4=[C:10]([O:9][CH2:8][CH:7]([C:1]5[CH:6]=[CH:5][CH:4]=[CH:3][CH:2]=5)[N:21]4[C:20]=2[CH:19]=[CH:18][CH:17]=1)[CH:11]=[CH:12][CH:13]=3. (2) Given the reactants [CH2:1]([O:3][C:4]1[CH:5]=[C:6]([CH:13]=[CH:14][C:15]=1[C:16]([F:19])([F:18])[F:17])[C:7](N(OC)C)=[O:8])[CH3:2].[CH3:20][Mg]Br.Cl, predict the reaction product. The product is: [CH2:1]([O:3][C:4]1[CH:5]=[C:6]([C:7](=[O:8])[CH3:20])[CH:13]=[CH:14][C:15]=1[C:16]([F:17])([F:18])[F:19])[CH3:2]. (3) Given the reactants [C:1]([C:5]1[N:6]=[C:7]([NH:10][C:11]([C:13]2[CH:39]=[CH:38][N:16]3[C:17](=[O:37])[C:18](/[CH:28]=[CH:29]/[C:30]([O:32][C:33]([CH3:36])([CH3:35])[CH3:34])=[O:31])=[C:19]([N:21]4[CH2:26][CH2:25][CH2:24][C@@H:23]([OH:27])[CH2:22]4)[N:20]=[C:15]3[CH:14]=2)=[O:12])[S:8][CH:9]=1)([CH3:4])([CH3:3])[CH3:2].O1CCCC1.[Cl:45][CH2:46][CH2:47][CH2:48][N:49]=[C:50]=[O:51].C(=O)([O-])O.[Na+], predict the reaction product. The product is: [C:1]([C:5]1[N:6]=[C:7]([NH:10][C:11]([C:13]2[CH:39]=[CH:38][N:16]3[C:17](=[O:37])[C:18](/[CH:28]=[CH:29]/[C:30]([O:32][C:33]([CH3:36])([CH3:35])[CH3:34])=[O:31])=[C:19]([N:21]4[CH2:26][CH2:25][CH2:24][C@@H:23]([O:27][C:50]([NH:49][CH2:48][CH2:47][CH2:46][Cl:45])=[O:51])[CH2:22]4)[N:20]=[C:15]3[CH:14]=2)=[O:12])[S:8][CH:9]=1)([CH3:4])([CH3:2])[CH3:3]. (4) Given the reactants [CH2:1]([CH:3]([CH2:6][CH2:7][CH2:8][CH3:9])[CH2:4][NH2:5])[CH3:2].C(N(C(C)C)CC)(C)C.[Cl:19][C:20]1[CH:28]=[CH:27][C:26]([N:29]2[C:34](=[O:35])[NH:33][C:32](=[O:36])[CH:31]=[N:30]2)=[CH:25][C:21]=1[C:22](Cl)=[O:23].CC[NH+](CC)CC.CC[NH+](CC)CC.C([O-])([O-])=O, predict the reaction product. The product is: [Cl:19][C:20]1[CH:28]=[CH:27][C:26]([N:29]2[C:34](=[O:35])[NH:33][C:32](=[O:36])[CH:31]=[N:30]2)=[CH:25][C:21]=1[C:22]([NH:5][CH2:4][CH:3]([CH2:1][CH3:2])[CH2:6][CH2:7][CH2:8][CH3:9])=[O:23].